Task: Predict the reactants needed to synthesize the given product.. Dataset: Full USPTO retrosynthesis dataset with 1.9M reactions from patents (1976-2016) (1) Given the product [OH:23][NH:22][C:16]([C:14]1[CH:13]=[CH:12][C:10]2[CH2:11][N:5]([C:3]([N:2]([CH3:21])[CH3:1])=[O:4])[C@@H:6]([CH3:20])[CH2:7][O:8][C:9]=2[CH:15]=1)=[O:17], predict the reactants needed to synthesize it. The reactants are: [CH3:1][N:2]([CH3:21])[C:3]([N:5]1[CH2:11][C:10]2[CH:12]=[CH:13][C:14]([C:16](OC)=[O:17])=[CH:15][C:9]=2[O:8][CH2:7][C@@H:6]1[CH3:20])=[O:4].[NH2:22][OH:23].[OH-].[Na+]. (2) Given the product [Cl:20][C:5]1[C:6]([NH:8][C:9]2[C:18]([CH3:19])=[CH:17][CH:16]=[CH:15][C:10]=2[C:11]([NH:13][CH3:14])=[O:12])=[N:7][C:2]([NH:21][C:22]2[CH:35]=[CH:34][C:25]3[NH:26][C:27](=[O:33])[CH2:28][CH2:29][C:30]([CH3:32])([CH3:31])[C:24]=3[CH:23]=2)=[N:3][CH:4]=1, predict the reactants needed to synthesize it. The reactants are: Cl[C:2]1[N:7]=[C:6]([NH:8][C:9]2[C:18]([CH3:19])=[CH:17][CH:16]=[CH:15][C:10]=2[C:11]([NH:13][CH3:14])=[O:12])[C:5]([Cl:20])=[CH:4][N:3]=1.[NH2:21][C:22]1[CH:35]=[CH:34][C:25]2[NH:26][C:27](=[O:33])[CH2:28][CH2:29][C:30]([CH3:32])([CH3:31])[C:24]=2[CH:23]=1.CC1(C)[C@]2(CS(O)(=O)=O)C(C[C@H]1CC2)=O. (3) Given the product [CH3:34][C@H:14]1[C:15]2[C:20]([N:21]3[CH2:26][CH2:25][N:24]([C:27]([O:29][C:30]([CH3:33])([CH3:32])[CH3:31])=[O:28])[CH2:23][CH2:22]3)=[N:19][CH:18]=[N:17][C:16]=2[C:12](=[O:11])[CH2:13]1, predict the reactants needed to synthesize it. The reactants are: CS(C)=O.C(Cl)(=O)C(Cl)=O.[OH:11][CH:12]1[C:16]2[N:17]=[CH:18][N:19]=[C:20]([N:21]3[CH2:26][CH2:25][N:24]([C:27]([O:29][C:30]([CH3:33])([CH3:32])[CH3:31])=[O:28])[CH2:23][CH2:22]3)[C:15]=2[C@H:14]([CH3:34])[CH2:13]1.CCN(CC)CC. (4) Given the product [Br:10][C:4]1[CH:5]=[C:6]([CH3:8])[CH:7]=[C:2]([F:1])[C:3]=1[OH:9], predict the reactants needed to synthesize it. The reactants are: [F:1][C:2]1[CH:7]=[C:6]([CH3:8])[CH:5]=[CH:4][C:3]=1[OH:9].[Br:10]Br. (5) The reactants are: [CH:1]1([CH:4]([C:6]2[CH:11]=[CH:10][C:9]([Cl:12])=[CH:8][CH:7]=2)O)[CH2:3][CH2:2]1.FC(F)(F)C(O)=O.[F:20][C:21]1[CH:22]=[C:23]2[C:27](=[C:28]([CH2:30][S:31]([CH3:34])(=[O:33])=[O:32])[CH:29]=1)[NH:26][CH:25]=[CH:24]2. Given the product [Cl:12][C:9]1[CH:10]=[CH:11][C:6]([CH:4]([CH:1]2[CH2:3][CH2:2]2)[C:24]2[C:23]3[C:27](=[C:28]([CH2:30][S:31]([CH3:34])(=[O:32])=[O:33])[CH:29]=[C:21]([F:20])[CH:22]=3)[NH:26][CH:25]=2)=[CH:7][CH:8]=1, predict the reactants needed to synthesize it. (6) Given the product [Cl:12][C:13]1[CH:14]=[CH:15][C:16]([C:17]([N:19]2[CH2:23][CH2:22][CH:21]([NH:24][C:25]3[S:26][CH:2]=[C:3](/[CH:4]=[CH:5]/[C:6]([O:8][CH2:9][CH3:10])=[O:7])[N:27]=3)[CH2:20]2)=[O:18])=[CH:28][CH:29]=1, predict the reactants needed to synthesize it. The reactants are: Cl[CH2:2][C:3](=O)/[CH:4]=[CH:5]/[C:6]([O:8][CH2:9][CH3:10])=[O:7].[Cl:12][C:13]1[CH:29]=[CH:28][C:16]([C:17]([N:19]2[CH2:23][CH2:22][CH:21]([NH:24][C:25]([NH2:27])=[S:26])[CH2:20]2)=[O:18])=[CH:15][CH:14]=1. (7) Given the product [Cl:11][C:12]1[CH:13]=[C:14]([NH:15][C:6](=[O:7])[C:5]2[CH:9]=[CH:10][C:2]([F:1])=[CH:3][CH:4]=2)[CH:16]=[CH:17][C:18]=1[Cl:19], predict the reactants needed to synthesize it. The reactants are: [F:1][C:2]1[CH:10]=[CH:9][C:5]([C:6](Cl)=[O:7])=[CH:4][CH:3]=1.[Cl:11][C:12]1[CH:13]=[C:14]([CH:16]=[CH:17][C:18]=1[Cl:19])[NH2:15]. (8) The reactants are: [CH:1]1([N:4]([CH2:35][C:36]2[CH:41]=[C:40]([CH2:42][CH2:43][CH2:44][O:45][CH3:46])[CH:39]=[C:38]([O:47][CH2:48][CH2:49][O:50][CH3:51])[CH:37]=2)[C:5]([C@@H:7]2[C@:12]([C:20]3[CH:25]=[CH:24][C:23]([F:26])=[C:22]([F:27])[CH:21]=3)([O:13][CH2:14][C:15]3[N:16]=[N:17][NH:18][CH:19]=3)[CH2:11][CH2:10][N:9](C(OC(C)(C)C)=O)[CH2:8]2)=[O:6])[CH2:3][CH2:2]1.Cl. Given the product [CH:1]1([N:4]([CH2:35][C:36]2[CH:41]=[C:40]([CH2:42][CH2:43][CH2:44][O:45][CH3:46])[CH:39]=[C:38]([O:47][CH2:48][CH2:49][O:50][CH3:51])[CH:37]=2)[C:5]([C@@H:7]2[C@:12]([C:20]3[CH:25]=[CH:24][C:23]([F:26])=[C:22]([F:27])[CH:21]=3)([O:13][CH2:14][C:15]3[NH:16][N:17]=[N:18][CH:19]=3)[CH2:11][CH2:10][NH:9][CH2:8]2)=[O:6])[CH2:3][CH2:2]1, predict the reactants needed to synthesize it. (9) Given the product [N+:1]([C:4]1[CH:5]=[CH:6][C:7]([C:8]([O:10][C:19]2[CH:20]=[CH:21][C:16]([N+:13]([O-:15])=[O:14])=[CH:17][CH:18]=2)=[O:9])=[CH:11][CH:12]=1)([O-:3])=[O:2], predict the reactants needed to synthesize it. The reactants are: [N+:1]([C:4]1[CH:12]=[CH:11][C:7]([C:8]([OH:10])=[O:9])=[CH:6][CH:5]=1)([O-:3])=[O:2].[N+:13]([C:16]1[CH:21]=[CH:20][C:19](O)=[CH:18][CH:17]=1)([O-:15])=[O:14]. (10) Given the product [OH:22][CH:14]([C:11]1[CH:12]=[CH:13][C:8]([C:4]([C:23]2[CH:30]=[CH:29][C:26]([C:27]#[N:28])=[CH:25][CH:24]=2)([CH3:3])[CH:5]([CH3:6])[CH3:7])=[CH:9][CH:10]=1)[CH2:15][C:16]1[CH:21]=[CH:20][CH:19]=[CH:18][N:17]=1, predict the reactants needed to synthesize it. The reactants are: [BH4-].[Na+].[CH3:3][C:4]([C:23]1[CH:30]=[CH:29][C:26]([C:27]#[N:28])=[CH:25][CH:24]=1)([C:8]1[CH:13]=[CH:12][C:11]([C:14](=[O:22])[CH2:15][C:16]2[CH:21]=[CH:20][CH:19]=[CH:18][N:17]=2)=[CH:10][CH:9]=1)[CH:5]([CH3:7])[CH3:6].